This data is from Forward reaction prediction with 1.9M reactions from USPTO patents (1976-2016). The task is: Predict the product of the given reaction. Given the reactants [F:1][C:2]1[CH:3]=[C:4]([OH:8])[CH:5]=[CH:6][CH:7]=1.C(=O)([O-])[O-].[K+].[K+].[CH2:15]([CH:17]1[O:19][CH2:18]1)Br, predict the reaction product. The product is: [CH2:15]([O:8][C:4]1[CH:5]=[CH:6][CH:7]=[C:2]([F:1])[CH:3]=1)[CH:17]1[O:19][CH2:18]1.